Dataset: Full USPTO retrosynthesis dataset with 1.9M reactions from patents (1976-2016). Task: Predict the reactants needed to synthesize the given product. (1) Given the product [N:33]1[N:34]=[C:35]([C:38]([N:30]2[CH2:31][CH2:32][CH:27]([C:19]3[C:20]4[C:25](=[O:26])[CH2:24][CH2:23][NH:22][C:21]=4[N:16]4[N:15]=[CH:14][C:13]([C:10]5[CH:11]=[N:12][C:7]([C:1]6[CH:2]=[CH:3][CH:4]=[CH:5][CH:6]=6)=[CH:8][CH:9]=5)=[C:17]4[N:18]=3)[CH2:28][CH2:29]2)=[O:39])[NH:36][CH:37]=1, predict the reactants needed to synthesize it. The reactants are: [C:1]1([C:7]2[N:12]=[CH:11][C:10]([C:13]3[CH:14]=[N:15][N:16]4[C:21]5[NH:22][CH2:23][CH2:24][C:25](=[O:26])[C:20]=5[C:19]([CH:27]5[CH2:32][CH2:31][NH:30][CH2:29][CH2:28]5)=[N:18][C:17]=34)=[CH:9][CH:8]=2)[CH:6]=[CH:5][CH:4]=[CH:3][CH:2]=1.[NH:33]1[CH:37]=[N:36][C:35]([C:38](O)=[O:39])=[N:34]1.C1C=CC2N(O)N=NC=2C=1.CCN(C(C)C)C(C)C. (2) Given the product [CH2:1]([O:3][C:4]([C:6]1[NH:7][CH:8]=[C:9]([CH2:11][N:12]([C:29](=[O:31])[CH3:30])[C:13]2[CH:14]=[CH:15][C:16]([Cl:19])=[CH:17][CH:18]=2)[CH:10]=1)=[O:5])[CH3:2], predict the reactants needed to synthesize it. The reactants are: [CH2:1]([O:3][C:4]([C:6]1[NH:7][CH:8]=[C:9]([CH2:11][NH:12][C:13]2[CH:18]=[CH:17][C:16]([Cl:19])=[CH:15][CH:14]=2)[CH:10]=1)=[O:5])[CH3:2].C(N(CC)C(C)C)(C)C.[C:29](Cl)(=[O:31])[CH3:30]. (3) The reactants are: [CH3:1][C:2]1[C:11]([CH3:12])=[C:10]2[C:5]([CH2:6][CH2:7][C:8]([CH2:14][CH2:15][C:16]([OH:18])=[O:17])([CH3:13])[O:9]2)=[C:4]([CH3:19])[C:3]=1[OH:20].C(OC(=O)C)(C)C. Given the product [CH3:12][C:11]1[C:10](=[O:9])[C:5]([CH2:6][CH2:7][C:8]2([CH3:13])[CH2:14][CH2:15][C:16](=[O:18])[O:17]2)=[C:4]([CH3:19])[C:3](=[O:20])[C:2]=1[CH3:1], predict the reactants needed to synthesize it.